Dataset: NCI-60 drug combinations with 297,098 pairs across 59 cell lines. Task: Regression. Given two drug SMILES strings and cell line genomic features, predict the synergy score measuring deviation from expected non-interaction effect. (1) Drug 1: CC1=C(C=C(C=C1)NC(=O)C2=CC=C(C=C2)CN3CCN(CC3)C)NC4=NC=CC(=N4)C5=CN=CC=C5. Drug 2: CS(=O)(=O)CCNCC1=CC=C(O1)C2=CC3=C(C=C2)N=CN=C3NC4=CC(=C(C=C4)OCC5=CC(=CC=C5)F)Cl. Cell line: NCI-H460. Synergy scores: CSS=-3.30, Synergy_ZIP=1.87, Synergy_Bliss=1.25, Synergy_Loewe=-2.61, Synergy_HSA=-2.72. (2) Drug 2: CC1C(C(CC(O1)OC2CC(OC(C2O)C)OC3=CC4=CC5=C(C(=O)C(C(C5)C(C(=O)C(C(C)O)O)OC)OC6CC(C(C(O6)C)O)OC7CC(C(C(O7)C)O)OC8CC(C(C(O8)C)O)(C)O)C(=C4C(=C3C)O)O)O)O. Drug 1: CC(C1=C(C=CC(=C1Cl)F)Cl)OC2=C(N=CC(=C2)C3=CN(N=C3)C4CCNCC4)N. Cell line: SF-539. Synergy scores: CSS=44.9, Synergy_ZIP=15.5, Synergy_Bliss=18.8, Synergy_Loewe=20.1, Synergy_HSA=19.6. (3) Drug 1: C1CC(C1)(C(=O)O)C(=O)O.[NH2-].[NH2-].[Pt+2]. Drug 2: C1CN1C2=NC(=NC(=N2)N3CC3)N4CC4. Cell line: HCT-15. Synergy scores: CSS=44.3, Synergy_ZIP=7.14, Synergy_Bliss=4.99, Synergy_Loewe=-4.51, Synergy_HSA=5.04. (4) Drug 1: C1C(C(OC1N2C=NC3=C(N=C(N=C32)Cl)N)CO)O. Drug 2: C1=CC=C(C(=C1)C(C2=CC=C(C=C2)Cl)C(Cl)Cl)Cl. Cell line: SN12C. Synergy scores: CSS=36.8, Synergy_ZIP=2.61, Synergy_Bliss=7.09, Synergy_Loewe=-20.0, Synergy_HSA=1.74. (5) Drug 1: CCCCCOC(=O)NC1=NC(=O)N(C=C1F)C2C(C(C(O2)C)O)O. Drug 2: C1CNP(=O)(OC1)N(CCCl)CCCl. Cell line: OVCAR3. Synergy scores: CSS=-1.03, Synergy_ZIP=1.44, Synergy_Bliss=1.13, Synergy_Loewe=-6.13, Synergy_HSA=-3.98. (6) Drug 1: COC1=C(C=C2C(=C1)N=CN=C2NC3=CC(=C(C=C3)F)Cl)OCCCN4CCOCC4. Drug 2: C(CCl)NC(=O)N(CCCl)N=O. Cell line: IGROV1. Synergy scores: CSS=35.5, Synergy_ZIP=-3.39, Synergy_Bliss=-6.61, Synergy_Loewe=-9.12, Synergy_HSA=-4.79.